This data is from Catalyst prediction with 721,799 reactions and 888 catalyst types from USPTO. The task is: Predict which catalyst facilitates the given reaction. (1) The catalyst class is: 17. Reactant: [C:1]([O:5][C:6]([NH:8][CH2:9][C@H:10]1[CH2:15][CH2:14][C@H:13]([C:16]([NH:18][C@@H:19]([CH2:23][C:24]2[CH:29]=[CH:28][C:27]([C:30]3[CH:35]=[CH:34][C:33]([C:36](=[O:51])[NH:37][CH:38]4[CH2:43][CH2:42][N:41]([C:44]([O:46][C:47]([CH3:50])([CH3:49])[CH3:48])=[O:45])[CH2:40][CH2:39]4)=[CH:32][C:31]=3[CH3:52])=[CH:26][CH:25]=2)[C:20](O)=[O:21])=[O:17])[CH2:12][CH2:11]1)=[O:7])([CH3:4])([CH3:3])[CH3:2].[NH2:53][C:54]1[CH:59]=[CH:58][C:57]([C:60]2[NH:64][N:63]=[C:62]([C:65]([F:75])([F:74])[C:66]([F:73])([F:72])[C:67]([N:69]([CH3:71])[CH3:70])=[O:68])[N:61]=2)=[CH:56][CH:55]=1.C(P1(=O)OP(=O)(CCC)OP(=O)(CCC)O1)CC. Product: [C:1]([O:5][C:6]([NH:8][CH2:9][C@H:10]1[CH2:15][CH2:14][C@H:13]([C:16]([NH:18][C@H:19]([C:20]([NH:53][C:54]2[CH:59]=[CH:58][C:57]([C:60]3[NH:64][N:63]=[C:62]([C:65]([F:74])([F:75])[C:66]([F:73])([F:72])[C:67]([N:69]([CH3:71])[CH3:70])=[O:68])[N:61]=3)=[CH:56][CH:55]=2)=[O:21])[CH2:23][C:24]2[CH:25]=[CH:26][C:27]([C:30]3[CH:35]=[CH:34][C:33]([C:36]([NH:37][CH:38]4[CH2:43][CH2:42][N:41]([C:44]([O:46][C:47]([CH3:49])([CH3:48])[CH3:50])=[O:45])[CH2:40][CH2:39]4)=[O:51])=[CH:32][C:31]=3[CH3:52])=[CH:28][CH:29]=2)=[O:17])[CH2:12][CH2:11]1)=[O:7])([CH3:3])([CH3:4])[CH3:2]. (2) Reactant: [Cl:1][C:2]1[C:10]([CH3:11])=[N:9][C:8]2[N:4]([N:5]=[C:6]3[CH2:14][N:13]([C:15]([C:17]4[CH:22]=[CH:21][CH:20]=[CH:19][C:18]=4[O:23][CH2:24][CH2:25][NH:26][CH3:27])=[O:16])[CH2:12][C:7]3=2)[C:3]=1[CH3:28].Br[CH2:30][CH2:31][F:32].C([O-])(O)=O.[Na+]. Product: [Cl:1][C:2]1[C:10]([CH3:11])=[N:9][C:8]2[N:4]([N:5]=[C:6]3[CH2:14][N:13]([C:15]([C:17]4[CH:22]=[CH:21][CH:20]=[CH:19][C:18]=4[O:23][CH2:24][CH2:25][N:26]([CH2:30][CH2:31][F:32])[CH3:27])=[O:16])[CH2:12][C:7]3=2)[C:3]=1[CH3:28]. The catalyst class is: 3. (3) Reactant: [CH2:1]([N:8]([CH3:60])[C:9]([N:11]1[CH2:19][C:18]2[C:13](=[CH:14][C:15]([C:47]([N:49]3[C@H:58]([CH3:59])[CH2:57][C:56]4[C:51](=[CH:52][CH:53]=[CH:54][CH:55]=4)[CH2:50]3)=[O:48])=[C:16]([C:20]3[N:28]4[C:23]([CH2:24][CH2:25][CH2:26][CH2:27]4)=[C:22]([C:29](=[O:46])[N:30]([C:32]4[CH:37]=[CH:36][C:35]([O:38]CC5C=CC=CC=5)=[CH:34][CH:33]=4)[CH3:31])[CH:21]=3)[CH:17]=2)[CH2:12]1)=[O:10])[C:2]1[CH:7]=[CH:6][CH:5]=[CH:4][CH:3]=1.B(Cl)(Cl)Cl. Product: [CH2:1]([N:8]([CH3:60])[C:9]([N:11]1[CH2:19][C:18]2[C:13](=[CH:14][C:15]([C:47]([N:49]3[C@H:58]([CH3:59])[CH2:57][C:56]4[C:51](=[CH:52][CH:53]=[CH:54][CH:55]=4)[CH2:50]3)=[O:48])=[C:16]([C:20]3[N:28]4[C:23]([CH2:24][CH2:25][CH2:26][CH2:27]4)=[C:22]([C:29](=[O:46])[N:30]([C:32]4[CH:37]=[CH:36][C:35]([OH:38])=[CH:34][CH:33]=4)[CH3:31])[CH:21]=3)[CH:17]=2)[CH2:12]1)=[O:10])[C:2]1[CH:7]=[CH:6][CH:5]=[CH:4][CH:3]=1. The catalyst class is: 4. (4) Reactant: CS([C:5]1[CH:10]=[CH:9][N:8]=[C:7]([C:11]2[N:15]([C:16]3[CH:17]=[N:18][C:19]([O:22][CH3:23])=[CH:20][CH:21]=3)[N:14]=[C:13]([C:24]([N:26]3[CH2:31][CH2:30][CH2:29][CH2:28][CH2:27]3)=[O:25])[CH:12]=2)[CH:6]=1)(=O)=O.[C-:32]#[N:33].[K+]. Product: [C:32]([C:5]1[CH:10]=[CH:9][N:8]=[C:7]([C:11]2[N:15]([C:16]3[CH:17]=[N:18][C:19]([O:22][CH3:23])=[CH:20][CH:21]=3)[N:14]=[C:13]([C:24]([N:26]3[CH2:31][CH2:30][CH2:29][CH2:28][CH2:27]3)=[O:25])[CH:12]=2)[CH:6]=1)#[N:33]. The catalyst class is: 9. (5) Reactant: [F:1][C:2]1[CH:7]=[CH:6][C:5]([C:8]2[CH:13]=[CH:12][N:11]=[CH:10][C:9]=2[N:14]([CH2:22][C:23]2([CH3:27])[CH2:26][O:25][CH2:24]2)C(=O)OC(C)(C)C)=[C:4]([O:28][CH3:29])[CH:3]=1. Product: [F:1][C:2]1[CH:7]=[CH:6][C:5]([C:8]2[CH:13]=[CH:12][N:11]=[CH:10][C:9]=2[NH:14][CH2:22][C:23]2([CH3:27])[CH2:26][O:25][CH2:24]2)=[C:4]([O:28][CH3:29])[CH:3]=1. The catalyst class is: 836.